From a dataset of CYP3A4 inhibition data for predicting drug metabolism from PubChem BioAssay. Regression/Classification. Given a drug SMILES string, predict its absorption, distribution, metabolism, or excretion properties. Task type varies by dataset: regression for continuous measurements (e.g., permeability, clearance, half-life) or binary classification for categorical outcomes (e.g., BBB penetration, CYP inhibition). Dataset: cyp3a4_veith. (1) The result is 1 (inhibitor). The drug is Cc1ccc(NS(=O)(=O)c2cc(C(=O)N3CCc4ccccc4C3)ccc2Cl)cc1. (2) The drug is COc1ccc2[nH]cc(CCNc3ccnc(-c4cccc(C#N)c4)n3)c2c1. The result is 1 (inhibitor). (3) The drug is O=C(O)c1ccc([Hg]Sc2ncnc3nc[nH]c23)cc1. The result is 0 (non-inhibitor). (4) The drug is COc1ccc2c3c([nH]c2c1)[C@@H]1C[C@H]2[C@H](C(=O)O)[C@@H](OC)[C@@H](O)C[C@H]2CN1CC3. The result is 0 (non-inhibitor). (5) The result is 0 (non-inhibitor). The molecule is CCOC(=O)c1c(NC(=O)c2ccc(N3CCOCC3)c([N+](=O)[O-])c2)sc(C)c1C. (6) The drug is COc1n[nH]c2nncnc12. The result is 0 (non-inhibitor).